Dataset: Forward reaction prediction with 1.9M reactions from USPTO patents (1976-2016). Task: Predict the product of the given reaction. (1) Given the reactants Br[C:2]1[C:7]([Cl:8])=[CH:6][C:5]([Cl:9])=[CH:4][N:3]=1.CON(C)[C:13](=[O:24])[C@@H:14]([NH:16][C:17]([O:19][C:20]([CH3:23])([CH3:22])[CH3:21])=[O:18])[CH3:15].[Cl-].[NH4+].O, predict the reaction product. The product is: [Cl:8][C:7]1[C:2]([C:13](=[O:24])[C@@H:14]([NH:16][C:17](=[O:18])[O:19][C:20]([CH3:22])([CH3:21])[CH3:23])[CH3:15])=[N:3][CH:4]=[C:5]([Cl:9])[CH:6]=1. (2) The product is: [Cl:1][C:2]1[CH:3]=[CH:4][C:5]2[O:10][CH2:9][CH:8]3[C:11]([CH2:26][CH2:27][CH2:28][OH:29])([C:20]4[CH:25]=[CH:24][CH:23]=[CH:22][CH:21]=4)[C:12]([C:14](=[O:15])[CH3:31])=[N:13][N:7]3[C:6]=2[CH:30]=1. Given the reactants [Cl:1][C:2]1[CH:3]=[CH:4][C:5]2[O:10][CH2:9][CH:8]3[C:11]([CH2:26][CH2:27][CH2:28][OH:29])([C:20]4[CH:25]=[CH:24][CH:23]=[CH:22][CH:21]=4)[C:12]([C:14](N(OC)C)=[O:15])=[N:13][N:7]3[C:6]=2[CH:30]=1.[CH3:31][Mg]Br, predict the reaction product.